This data is from Catalyst prediction with 721,799 reactions and 888 catalyst types from USPTO. The task is: Predict which catalyst facilitates the given reaction. (1) Reactant: [CH:1]([C:3]1[C:4]([C:12]2[N:20]3[C:15]([CH2:16][CH2:17][CH2:18][CH2:19]3)=[C:14]([C:21]([O:23][CH3:24])=[O:22])[CH:13]=2)=[CH:5][C:6]2[O:10][CH2:9][O:8][C:7]=2[CH:11]=1)=[O:2].CC(=CC)C.[O-:30]Cl=O.[Na+]. Product: [CH3:24][O:23][C:21]([C:14]1[CH:13]=[C:12]([C:4]2[C:3]([C:1]([OH:30])=[O:2])=[CH:11][C:7]3[O:8][CH2:9][O:10][C:6]=3[CH:5]=2)[N:20]2[C:15]=1[CH2:16][CH2:17][CH2:18][CH2:19]2)=[O:22]. The catalyst class is: 21. (2) Reactant: C([Li])CCC.[F:6][C:7]1[CH:12]=[CH:11][CH:10]=[C:9]([F:13])[N:8]=1.[Br:14][C:15]1[CH:16]=[CH:17][C:18]([O:23][CH3:24])=[C:19]([CH:22]=1)[CH:20]=[O:21].[Cl-].[NH4+]. Product: [Br:14][C:15]1[CH:16]=[CH:17][C:18]([O:23][CH3:24])=[C:19]([CH:20]([C:12]2[C:7]([F:6])=[N:8][C:9]([F:13])=[CH:10][CH:11]=2)[OH:21])[CH:22]=1. The catalyst class is: 1. (3) Reactant: N[C:2]1[CH:10]=[CH:9][C:8]([F:11])=[CH:7][C:3]=1[C:4]([OH:6])=[O:5].N([O-])=O.[Na+].[BrH:16]. Product: [Br:16][C:2]1[CH:10]=[CH:9][C:8]([F:11])=[CH:7][C:3]=1[C:4]([OH:6])=[O:5]. The catalyst class is: 6. (4) Reactant: Cl[C:2]1[C:3]2[C:4](=[CH:13][N:14](CC3C=CC(OC)=CC=3)[N:15]=2)[N:5]=[C:6]([C:8]2[CH:12]=[CH:11][S:10][CH:9]=2)[N:7]=1.[C:25]1([NH2:32])[CH:30]=[CH:29][CH:28]=[C:27]([NH2:31])[CH:26]=1.Cl. Product: [S:10]1[CH:11]=[CH:12][C:8]([C:6]2[N:7]=[C:2]([NH:31][C:27]3[CH:28]=[CH:29][CH:30]=[C:25]([NH2:32])[CH:26]=3)[C:3]3[NH:15][N:14]=[CH:13][C:4]=3[N:5]=2)=[CH:9]1. The catalyst class is: 71. (5) Product: [Cl:1][C:2]1[N:7]=[C:6]([NH:10][CH2:11][C@H:12]2[CH2:17][CH2:16][CH2:15][N:14]([C:18]([O:20][C:21]([CH3:24])([CH3:23])[CH3:22])=[O:19])[CH2:13]2)[C:5]([F:9])=[CH:4][N:3]=1. The catalyst class is: 1. Reactant: [Cl:1][C:2]1[N:7]=[C:6](Cl)[C:5]([F:9])=[CH:4][N:3]=1.[NH2:10][CH2:11][C@H:12]1[CH2:17][CH2:16][CH2:15][N:14]([C:18]([O:20][C:21]([CH3:24])([CH3:23])[CH3:22])=[O:19])[CH2:13]1.CCN(C(C)C)C(C)C. (6) Reactant: Cl.[Cl:2][C:3]1[CH:15]=[CH:14][C:6]([CH2:7][C@@H:8]([C:10]([O:12][CH3:13])=[O:11])[NH2:9])=[CH:5][CH:4]=1.O=[C:17]1[CH2:22][CH2:21][CH:20]([NH:23][C:24](=[O:30])[O:25][C:26]([CH3:29])([CH3:28])[CH3:27])[CH2:19][CH2:18]1.C(O[BH-](OC(=O)C)OC(=O)C)(=O)C.[Na+].C(=O)([O-])O.[Na+]. Product: [C:26]([O:25][C:24]([NH:23][C@@H:20]1[CH2:21][CH2:22][C@H:17]([NH:9][C@@H:8]([C:10]([O:12][CH3:13])=[O:11])[CH2:7][C:6]2[CH:5]=[CH:4][C:3]([Cl:2])=[CH:15][CH:14]=2)[CH2:18][CH2:19]1)=[O:30])([CH3:29])([CH3:27])[CH3:28].[C:26]([O:25][C:24]([NH:23][C@H:20]1[CH2:21][CH2:22][C@H:17]([NH:9][C@@H:8]([C:10]([O:12][CH3:13])=[O:11])[CH2:7][C:6]2[CH:5]=[CH:4][C:3]([Cl:2])=[CH:15][CH:14]=2)[CH2:18][CH2:19]1)=[O:30])([CH3:29])([CH3:27])[CH3:28]. The catalyst class is: 4. (7) Reactant: [O:8]=[C:5]1[CH2:4][O:3][C:5](=[O:8])[CH2:4][O:3]1.[CH2:9]([NH:12][CH2:13][CH2:14][CH3:15])[CH2:10][CH3:11]. The catalyst class is: 11. Product: [N:12]([C:5]([CH2:4][OH:3])=[O:8])([CH2:13][CH2:14][CH3:15])[CH2:9][CH2:10][CH3:11]. (8) Reactant: [Cl:1][CH2:2][C:3]([NH:5][NH:6][C:7]1[C:12]([C:13]2[CH:18]=[CH:17][C:16]([Cl:19])=[CH:15][CH:14]=2)=[C:11]([C:20]2[CH:25]=[CH:24][C:23]([C:26]#[N:27])=[CH:22][CH:21]=2)[C:10](=[O:28])[N:9]([CH2:29][C:30]2[C:31]([CH3:40])=[N:32][C:33]([C:36]([F:39])([F:38])[F:37])=[CH:34][CH:35]=2)[N:8]=1)=O.O=P(Cl)(Cl)Cl. Product: [Cl:1][CH2:2][C:3]1[N:8]2[N:9]([CH2:29][C:30]3[C:31]([CH3:40])=[N:32][C:33]([C:36]([F:39])([F:38])[F:37])=[CH:34][CH:35]=3)[C:10](=[O:28])[C:11]([C:20]3[CH:21]=[CH:22][C:23]([C:26]#[N:27])=[CH:24][CH:25]=3)=[C:12]([C:13]3[CH:14]=[CH:15][C:16]([Cl:19])=[CH:17][CH:18]=3)[C:7]2=[N:6][N:5]=1. The catalyst class is: 11.